From a dataset of Full USPTO retrosynthesis dataset with 1.9M reactions from patents (1976-2016). Predict the reactants needed to synthesize the given product. Given the product [C:22]([O:21][C:19](=[O:20])[NH:1][CH:2]([C:5]1[CH:6]=[CH:7][C:8]([OH:11])=[CH:9][CH:10]=1)[CH2:3][CH3:4])([CH3:25])([CH3:24])[CH3:23], predict the reactants needed to synthesize it. The reactants are: [NH2:1][CH:2]([C:5]1[CH:10]=[CH:9][C:8]([OH:11])=[CH:7][CH:6]=1)[CH2:3][CH3:4].C(N(CC)CC)C.[C:19](O[C:19]([O:21][C:22]([CH3:25])([CH3:24])[CH3:23])=[O:20])([O:21][C:22]([CH3:25])([CH3:24])[CH3:23])=[O:20].O.